From a dataset of Catalyst prediction with 721,799 reactions and 888 catalyst types from USPTO. Predict which catalyst facilitates the given reaction. (1) Reactant: C[O:2][C:3]1[CH:10]=[C:9]([O:11]C)[C:8]([O:13][CH3:14])=[CH:7][C:4]=1[CH:5]=[O:6].[Cl-].[Al+3].[Cl-].[Cl-]. Product: [OH:2][C:3]1[CH:10]=[C:9]([OH:11])[C:8]([O:13][CH3:14])=[CH:7][C:4]=1[CH:5]=[O:6]. The catalyst class is: 4. (2) Reactant: [Cl:1][C:2]1[CH:7]=[CH:6][C:5]([NH:8][C:9](=[O:32])[CH2:10][C:11]2[C:20]3[C:15](=[CH:16][CH:17]=[C:18]([O:21][Si](C(C)C)(C(C)C)C(C)C)[CH:19]=3)[CH:14]=[CH:13][CH:12]=2)=[CH:4][C:3]=1[C:33]([F:36])([F:35])[F:34].[F-].C([N+](CCCC)(CCCC)CCCC)CCC. Product: [Cl:1][C:2]1[CH:7]=[CH:6][C:5]([NH:8][C:9](=[O:32])[CH2:10][C:11]2[C:20]3[C:15](=[CH:16][CH:17]=[C:18]([OH:21])[CH:19]=3)[CH:14]=[CH:13][CH:12]=2)=[CH:4][C:3]=1[C:33]([F:34])([F:35])[F:36]. The catalyst class is: 7. (3) Reactant: Br[CH2:2][C:3]1[CH:12]=[CH:11][C:10]([N+:13]([O-:15])=[O:14])=[CH:9][C:4]=1[C:5](OC)=[O:6].[CH3:16][NH2:17]. Product: [CH3:16][N:17]1[CH2:2][C:3]2[C:4](=[CH:9][C:10]([N+:13]([O-:15])=[O:14])=[CH:11][CH:12]=2)[C:5]1=[O:6]. The catalyst class is: 147. (4) Reactant: [Cl:1][C:2]1[CH:3]=[C:4]([C:9]2(O)[CH2:13][CH2:12][N:11]([C:14]3[CH:19]=[CH:18][C:17]([O:20][CH3:21])=[C:16]([O:22][CH2:23][CH2:24][N:25]4[CH2:30][CH2:29][CH:28]([CH3:31])[CH2:27][CH2:26]4)[CH:15]=3)[C:10]2=[O:32])[CH:5]=[CH:6][C:7]=1[Cl:8].C(N(S(F)(F)[F:40])CC)C.C([O-])(O)=O.[Na+]. Product: [ClH:1].[Cl:1][C:2]1[CH:3]=[C:4]([C:9]2([F:40])[CH2:13][CH2:12][N:11]([C:14]3[CH:19]=[CH:18][C:17]([O:20][CH3:21])=[C:16]([O:22][CH2:23][CH2:24][N:25]4[CH2:30][CH2:29][CH:28]([CH3:31])[CH2:27][CH2:26]4)[CH:15]=3)[C:10]2=[O:32])[CH:5]=[CH:6][C:7]=1[Cl:8]. The catalyst class is: 2. (5) Product: [Cl:1][C:2]1[C:10]2[O:9][CH2:8][O:7][C:6]=2[CH:5]=[CH:4][C:3]=1[C:11]([OH:13])=[O:12]. The catalyst class is: 6. Reactant: [Cl:1][C:2]1[C:10]2[O:9][CH2:8][O:7][C:6]=2[CH:5]=[CH:4][C:3]=1[C:11]([O:13]C)=[O:12].C1COCC1.O[Li].O.Cl. (6) Reactant: [C:1]([O:4][C:5](=[O:7])[CH3:6])(=O)[CH3:2].[NH:8]([C:15]([C:18]1[N:19]([CH3:30])[C:20]([C:23]2[CH:28]=CC(O)=[CH:25][CH:24]=2)=[N:21][N:22]=1)([CH3:17])[CH3:16])[C:9]1[CH:14]=[CH:13][CH:12]=[CH:11][CH:10]=1. Product: [C:5]([O:4][C:1]1[CH:25]=[CH:24][C:23]([C:20]2[N:19]([CH3:30])[C:18]([C:15]([NH:8][C:9]3[CH:14]=[CH:13][CH:12]=[CH:11][CH:10]=3)([CH3:17])[CH3:16])=[N:22][N:21]=2)=[CH:28][CH:2]=1)(=[O:7])[CH3:6]. The catalyst class is: 17. (7) Reactant: [Cl-].[Ce+3].[Cl-].[Cl-].[C:5]1([Mg]Br)[CH:10]=[CH:9][CH:8]=[CH:7][CH:6]=1.[CH2:13]([C@@:20]12[CH2:33]/[C:32](=[CH:34]\[C:35]3[CH:40]=[CH:39][CH:38]=[CH:37][CH:36]=3)/[C:31](=[O:41])[CH2:30][C@H:29]1[CH2:28][CH2:27][C:26]1[CH:25]=[C:24]([C:42]([OH:44])=[O:43])[CH:23]=[CH:22][C:21]2=1)[C:14]1[CH:19]=[CH:18][CH:17]=[CH:16][CH:15]=1.C([Mg]Br)C1C=CC=CC=1. Product: [CH2:13]([C@@:20]12[CH2:33]/[C:32](=[CH:34]\[C:35]3[CH:40]=[CH:39][CH:38]=[CH:37][CH:36]=3)/[C@:31]([OH:41])([C:5]3[CH:10]=[CH:9][CH:8]=[CH:7][CH:6]=3)[CH2:30][C@H:29]1[CH2:28][CH2:27][C:26]1[CH:25]=[C:24]([C:42]([OH:44])=[O:43])[CH:23]=[CH:22][C:21]2=1)[C:14]1[CH:19]=[CH:18][CH:17]=[CH:16][CH:15]=1. The catalyst class is: 670. (8) Reactant: Br[CH2:2][CH2:3][N:4]1[CH:12]=[C:11]2[C:6]([CH2:7][CH2:8][C:9]3[C:15]4=[C:16]([NH:20][C:21]5[CH:26]=[CH:25][C:24]([F:27])=[C:23]([Cl:28])[CH:22]=5)[N:17]=[CH:18][N:19]=[C:14]4[S:13][C:10]=32)=[N:5]1.[CH3:29][N:30]1[CH2:35][CH2:34][NH:33][CH2:32][CH2:31]1.[I-].[Na+].C(=O)([O-])[O-].[Na+].[Na+]. Product: [Cl:28][C:23]1[CH:22]=[C:21]([NH:20][C:16]2[N:17]=[CH:18][N:19]=[C:14]3[S:13][C:10]4[C:11]5[C:6]([CH2:7][CH2:8][C:9]=4[C:15]=23)=[N:5][N:4]([CH2:3][CH2:2][N:33]2[CH2:34][CH2:35][N:30]([CH3:29])[CH2:31][CH2:32]2)[CH:12]=5)[CH:26]=[CH:25][C:24]=1[F:27]. The catalyst class is: 3. (9) Reactant: [OH:1][CH2:2][C:3]1[CH:8]=[CH:7][C:6]([N:9]=[N:10][C:11]2[CH:16]=[CH:15][C:14]([OH:17])=[CH:13][CH:12]=2)=[CH:5][CH:4]=1.Br[CH2:19][C:20]([O:22][CH3:23])=[O:21].C([O-])([O-])=O.[K+].[K+]. Product: [C:20]([CH2:19][O:17][C:14]1[CH:15]=[CH:16][C:11]([N:10]=[N:9][C:6]2[CH:5]=[CH:4][C:3]([CH2:2][OH:1])=[CH:8][CH:7]=2)=[CH:12][CH:13]=1)([O:22][CH3:23])=[O:21]. The catalyst class is: 692.